From a dataset of Forward reaction prediction with 1.9M reactions from USPTO patents (1976-2016). Predict the product of the given reaction. (1) Given the reactants [C:1]([NH:6][C:7](=[O:12])[O:8][CH:9]([CH3:11])[CH3:10])(=[O:5])/[CH:2]=[CH:3]/[CH3:4].[Br:13][C:14]1[CH:20]=[CH:19][C:17]([NH2:18])=[CH:16][CH:15]=1, predict the reaction product. The product is: [CH3:10][CH:9]([O:8][C:7](=[O:12])[NH:6][C:1](=[O:5])[CH2:2][C@@H:3]([NH:18][C:17]1[CH:19]=[CH:20][C:14]([Br:13])=[CH:15][CH:16]=1)[CH3:4])[CH3:11]. (2) Given the reactants [Si:1]([O:8][C@@H:9]1[CH2:14][CH2:13][C@H:12]([C:15]([OH:51])([CH:26]([C@H:37]2[CH2:42][CH2:41][C@@H:40]([O:43][Si:44]([C:47]([CH3:50])([CH3:49])[CH3:48])([CH3:46])[CH3:45])[CH2:39][CH2:38]2)[C:27]([O:29]CC2C=CC=CC=2)=[O:28])[C:16]([O:18]CC2C=CC=CC=2)=[O:17])[CH2:11][CH2:10]1)([C:4]([CH3:7])([CH3:6])[CH3:5])([CH3:3])[CH3:2].[H][H], predict the reaction product. The product is: [Si:1]([O:8][C@@H:9]1[CH2:10][CH2:11][C@H:12]([C:15]([OH:51])([CH:26]([C@H:37]2[CH2:38][CH2:39][C@@H:40]([O:43][Si:44]([C:47]([CH3:50])([CH3:49])[CH3:48])([CH3:45])[CH3:46])[CH2:41][CH2:42]2)[C:27]([OH:29])=[O:28])[C:16]([OH:18])=[O:17])[CH2:13][CH2:14]1)([C:4]([CH3:6])([CH3:5])[CH3:7])([CH3:3])[CH3:2]. (3) Given the reactants [Br:1][C:2]1[CH:7]=[CH:6][C:5]([O:8][CH2:9][CH:10](OC)OC)=[CH:4][CH:3]=1.C(=O)([O-])[O-].[Na+].[Na+], predict the reaction product. The product is: [Br:1][C:2]1[CH:7]=[CH:6][C:5]2[O:8][CH:9]=[CH:10][C:4]=2[CH:3]=1. (4) Given the reactants C([O:3][C:4](=[O:38])[C:5]([C:7]1[C:15]2[C:10](=[CH:11][CH:12]=[C:13]([C:16]3[CH:21]=[CH:20][C:19]([O:22][C:23]([F:26])([F:25])[F:24])=[CH:18][CH:17]=3)[CH:14]=2)[N:9]([C:27]2[CH:32]=[CH:31][C:30]([O:33][C:34]([F:37])([F:36])[F:35])=[CH:29][CH:28]=2)[CH:8]=1)=[O:6])C.[Li+].[OH-].Cl, predict the reaction product. The product is: [F:37][C:34]([F:35])([F:36])[O:33][C:30]1[CH:31]=[CH:32][C:27]([N:9]2[C:10]3[C:15](=[CH:14][C:13]([C:16]4[CH:17]=[CH:18][C:19]([O:22][C:23]([F:24])([F:25])[F:26])=[CH:20][CH:21]=4)=[CH:12][CH:11]=3)[C:7]([C:5](=[O:6])[C:4]([OH:38])=[O:3])=[CH:8]2)=[CH:28][CH:29]=1. (5) Given the reactants [Br:1][C:2]1[CH:9]=[CH:8][C:5]([C:6]#[N:7])=[C:4](F)[CH:3]=1.Cl.[O:12]1[CH2:16][CH2:15][C@H:14]([NH2:17])[CH2:13]1.CCN(C(C)C)C(C)C.[NH4+].[Cl-], predict the reaction product. The product is: [Br:1][C:2]1[CH:9]=[CH:8][C:5]([C:6]#[N:7])=[C:4]([NH:17][C@H:14]2[CH2:15][CH2:16][O:12][CH2:13]2)[CH:3]=1. (6) The product is: [CH3:20][O:21][CH2:22][CH2:23][NH:24][S:16]([C:14]1[S:15][C:11]([C:5]2[CH:4]=[C:3]([CH2:1][CH3:2])[C:8](=[O:9])[NH:7][C:6]=2[CH3:10])=[CH:12][CH:13]=1)(=[O:18])=[O:17]. Given the reactants [CH2:1]([C:3]1[C:8](=[O:9])[NH:7][C:6]([CH3:10])=[C:5]([C:11]2[S:15][C:14]([S:16](Cl)(=[O:18])=[O:17])=[CH:13][CH:12]=2)[CH:4]=1)[CH3:2].[CH3:20][O:21][CH2:22][CH2:23][NH-:24], predict the reaction product.